This data is from TCR-epitope binding with 47,182 pairs between 192 epitopes and 23,139 TCRs. The task is: Binary Classification. Given a T-cell receptor sequence (or CDR3 region) and an epitope sequence, predict whether binding occurs between them. (1) The epitope is KTSVDCTMYI. The TCR CDR3 sequence is CASSERGGNQPQHF. Result: 1 (the TCR binds to the epitope). (2) The epitope is KLGGALQAK. The TCR CDR3 sequence is CASSMPGLVFPGELFF. Result: 1 (the TCR binds to the epitope). (3) The epitope is KAYNVTQAF. The TCR CDR3 sequence is CASSWKLTTNYGYTF. Result: 1 (the TCR binds to the epitope). (4) The TCR CDR3 sequence is CARSQGARGGLGDEQFF. Result: 0 (the TCR does not bind to the epitope). The epitope is KAYNVTQAF.